This data is from Catalyst prediction with 721,799 reactions and 888 catalyst types from USPTO. The task is: Predict which catalyst facilitates the given reaction. (1) Reactant: [BH4-].[Na+].[C:3]([O:7][C:8]([NH:10][C:11]1[CH:12]=[C:13]([CH:18]=[C:19]([O:21][CH3:22])[CH:20]=1)[C:14](OC)=[O:15])=[O:9])([CH3:6])([CH3:5])[CH3:4].Cl. Product: [OH:15][CH2:14][C:13]1[CH:12]=[C:11]([NH:10][C:8](=[O:9])[O:7][C:3]([CH3:5])([CH3:4])[CH3:6])[CH:20]=[C:19]([O:21][CH3:22])[CH:18]=1. The catalyst class is: 111. (2) Reactant: [C:1]([O:5][C:6]([NH:8][C@H:9]([C:24]([OH:26])=[O:25])[CH2:10][C:11]1[CH:23]=[CH:22][C:14]([C:15]([O:17][C:18]([CH3:21])([CH3:20])[CH3:19])=[O:16])=[CH:13][CH:12]=1)=[O:7])([CH3:4])([CH3:3])[CH3:2].Cl.[CH3:28]N(C)CCCN=C=NCC.N1C=CC=CC=1.C(N(C(C)C)CC)(C)C. Product: [C:1]([O:5][C:6]([NH:8][C@H:9]([C:24]([O:26][CH3:28])=[O:25])[CH2:10][C:11]1[CH:12]=[CH:13][C:14]([C:15]([O:17][C:18]([CH3:19])([CH3:20])[CH3:21])=[O:16])=[CH:22][CH:23]=1)=[O:7])([CH3:2])([CH3:3])[CH3:4]. The catalyst class is: 5. (3) Reactant: [Cl:1][C:2]1[CH:7]=[CH:6][C:5]([O:8][CH3:9])=[CH:4][C:3]=1[CH2:10][C:11]([C:13]1[CH:14]=[CH:15][C:16]2[O:21][CH2:20][C:19](=[O:22])[N:18]([CH3:23])[C:17]=2[CH:24]=1)=[O:12].[H-].[Na+].[CH3:27]I. Product: [Cl:1][C:2]1[CH:7]=[CH:6][C:5]([O:8][CH3:9])=[CH:4][C:3]=1[CH:10]([CH3:27])[C:11]([C:13]1[CH:14]=[CH:15][C:16]2[O:21][CH2:20][C:19](=[O:22])[N:18]([CH3:23])[C:17]=2[CH:24]=1)=[O:12]. The catalyst class is: 7. (4) Reactant: [OH:1][CH:2]([C:6]1[CH:11]=[CH:10][C:9]([C:12]2[N:16]=[C:15]([C:17]3[C:21]([C:22]([F:25])([F:24])[F:23])=[C:20]([C:26]4[CH:31]=[CH:30][CH:29]=[CH:28][CH:27]=4)[O:19][N:18]=3)[O:14][N:13]=2)=[CH:8][CH:7]=1)[C:3](O)=[O:4].Cl.[CH2:33]([NH2:35])[CH3:34].CN(C(ON1N=NC2C=CC=NC1=2)=[N+](C)C)C.F[P-](F)(F)(F)(F)F.CN1CCOCC1. Product: [CH2:33]([NH:35][C:3](=[O:4])[CH:2]([OH:1])[C:6]1[CH:7]=[CH:8][C:9]([C:12]2[N:16]=[C:15]([C:17]3[C:21]([C:22]([F:24])([F:25])[F:23])=[C:20]([C:26]4[CH:31]=[CH:30][CH:29]=[CH:28][CH:27]=4)[O:19][N:18]=3)[O:14][N:13]=2)=[CH:10][CH:11]=1)[CH3:34]. The catalyst class is: 3. (5) Reactant: [F:1][C:2]1[CH:7]=[CH:6][CH:5]=[C:4]([F:8])[C:3]=1Br.[CH3:10][O:11][C:12]1[CH:17]=[CH:16][CH:15]=[CH:14][C:13]=1B(O)O.C(=O)([O-])[O-].[K+].[K+]. Product: [CH3:10][O:11][C:12]1[C:13]([C:3]2[C:2]([F:1])=[CH:7][CH:6]=[CH:5][C:4]=2[F:8])=[CH:14][CH:15]=[CH:16][CH:17]=1. The catalyst class is: 608.